From a dataset of Full USPTO retrosynthesis dataset with 1.9M reactions from patents (1976-2016). Predict the reactants needed to synthesize the given product. (1) Given the product [F:51][C:52]1[CH:53]=[C:54]([C:58]2[N:66]3[C:61]([CH:62]([OH:68])[CH2:63][CH:64]([CH3:67])[CH2:65]3)=[C:60]3[N:69]([CH3:76])[C:70](=[O:75])[N:71]([CH3:74])[C:72](=[O:73])[C:59]=23)[CH:55]=[CH:56][CH:57]=1, predict the reactants needed to synthesize it. The reactants are: FC1C=C(C2N3C(C(O)CCC3)=C3N(C)C(=O)N(C)C(=O)C=23)C=CC=1.FC1C=C(C2N3C(C(=O)CCC3)=C3N(C)C(=O)N(C)C(=O)C=23)C=CC=1.[F:51][C:52]1[CH:53]=[C:54]([C:58]2[N:66]3[C:61]([C:62](=[O:68])[CH2:63][CH:64]([CH3:67])[CH2:65]3)=[C:60]3[N:69]([CH3:76])[C:70](=[O:75])[N:71]([CH3:74])[C:72](=[O:73])[C:59]=23)[CH:55]=[CH:56][CH:57]=1. (2) Given the product [CH2:7]([O:14][C:15]1[CH:16]=[CH:17][C:18]([CH:21]2[CH:22]([O:35][Si:36]([CH:40]([CH3:42])[CH3:41])([CH:37]([CH3:38])[CH3:39])[CH:43]([CH3:45])[CH3:44])[CH2:23][N:24]([CH:27]([C:29]3[CH:30]=[CH:31][CH:32]=[CH:33][CH:34]=3)[CH3:28])[CH2:25][CH:26]2[OH:2])=[CH:19][CH:20]=1)[C:8]1[CH:9]=[CH:10][CH:11]=[CH:12][CH:13]=1, predict the reactants needed to synthesize it. The reactants are: B.[O:2]1CCCC1.[CH2:7]([O:14][C:15]1[CH:20]=[CH:19][C:18]([CH:21]2[CH:26]=[CH:25][N:24]([CH:27]([C:29]3[CH:34]=[CH:33][CH:32]=[CH:31][CH:30]=3)[CH3:28])[CH2:23][CH:22]2[O:35][Si:36]([CH:43]([CH3:45])[CH3:44])([CH:40]([CH3:42])[CH3:41])[CH:37]([CH3:39])[CH3:38])=[CH:17][CH:16]=1)[C:8]1[CH:13]=[CH:12][CH:11]=[CH:10][CH:9]=1.O.C([O-])([O-])=O.C([O-])([O-])=O.OO.OO.OO.[Na+].[Na+].[Na+].[Na+]. (3) Given the product [CH3:1][N:2]1[CH:6]=[C:5]([C:7]2[C:8]([C:32]([F:33])([F:35])[F:34])=[CH:9][C:10]3[N:15]([C:16]4[C:20]5[CH2:21][N:22]([C:43](=[O:45])[CH3:44])[CH2:23][CH2:24][C:19]=5[N:18]([CH:25]5[CH2:30][CH2:29][O:28][CH2:27][CH2:26]5)[N:17]=4)[CH2:14][CH2:13][O:12][C:11]=3[CH:31]=2)[CH:4]=[N:3]1, predict the reactants needed to synthesize it. The reactants are: [CH3:1][N:2]1[CH:6]=[C:5]([C:7]2[C:8]([C:32]([F:35])([F:34])[F:33])=[CH:9][C:10]3[N:15]([C:16]4[C:20]5[CH2:21][NH:22][CH2:23][CH2:24][C:19]=5[N:18]([CH:25]5[CH2:30][CH2:29][O:28][CH2:27][CH2:26]5)[N:17]=4)[CH2:14][CH2:13][O:12][C:11]=3[CH:31]=2)[CH:4]=[N:3]1.C(N(CC)CC)C.[C:43](OC(=O)C)(=[O:45])[CH3:44]. (4) The reactants are: [OH:1][C:2]1([CH2:21][C:22](=[O:32])[CH2:23][C:24]([C:26]2[CH:27]=[N:28][CH:29]=[CH:30][CH:31]=2)=O)[CH2:7][CH2:6][N:5]([C:8](=[O:20])[C:9]2[CH:14]=[CH:13][C:12]([O:15][CH:16]([CH3:18])[CH3:17])=[C:11]([CH3:19])[CH:10]=2)[CH2:4][CH2:3]1.CC1C=CC(S([O-])(=O)=O)=CC=1.C1C=C[NH+]=CC=1.O. Given the product [CH:16]([O:15][C:12]1[CH:13]=[CH:14][C:9]([C:8]([N:5]2[CH2:6][CH2:7][C:2]3([O:1][C:24]([C:26]4[CH:27]=[N:28][CH:29]=[CH:30][CH:31]=4)=[CH:23][C:22](=[O:32])[CH2:21]3)[CH2:3][CH2:4]2)=[O:20])=[CH:10][C:11]=1[CH3:19])([CH3:18])[CH3:17], predict the reactants needed to synthesize it. (5) Given the product [F:1][C:2]1[C:7]([C:8]([F:9])([F:11])[F:10])=[CH:6][CH:5]=[CH:4][C:3]=1[CH2:12][C:13]1[N:14]=[C:15]2[S:22][C:21]([CH3:23])=[C:20]([C:24]3[NH:39][N:30]=[CH:32][N:26]=3)[N:16]2[C:17](=[O:19])[CH:18]=1, predict the reactants needed to synthesize it. The reactants are: [F:1][C:2]1[C:7]([C:8]([F:11])([F:10])[F:9])=[CH:6][CH:5]=[CH:4][C:3]=1[CH2:12][C:13]1[N:14]=[C:15]2[S:22][C:21]([CH3:23])=[C:20]([C:24]([NH2:26])=O)[N:16]2[C:17](=[O:19])[CH:18]=1.COC(OC)[N:30]([CH3:32])C.C(O)(=O)C.[NH2:39]N. (6) Given the product [C:1]([O:5][C:6]([NH:8][C:9]1[CH:14]=[CH:13][N:12]=[C:11]([O:15][CH3:16])[C:10]=1[I:30])=[O:7])([CH3:4])([CH3:3])[CH3:2], predict the reactants needed to synthesize it. The reactants are: [C:1]([O:5][C:6]([NH:8][C:9]1[CH:14]=[CH:13][N:12]=[C:11]([O:15][CH3:16])[CH:10]=1)=[O:7])([CH3:4])([CH3:3])[CH3:2].CN(C)CCN(C)C.[Li]CCCC.[I:30]I.[Cl-].[NH4+]. (7) Given the product [CH3:1][O:2][C:3]([CH:5]1[CH2:10][CH:9]([C:11]([O:13][CH3:14])=[O:12])[CH2:8][N:7]([C:20]([O:19][C:16]([CH3:18])([CH3:17])[CH3:15])=[O:21])[CH2:6]1)=[O:4], predict the reactants needed to synthesize it. The reactants are: [CH3:1][O:2][C:3]([CH:5]1[CH2:10][CH:9]([C:11]([O:13][CH3:14])=[O:12])[CH2:8][NH:7][CH2:6]1)=[O:4].[CH3:15][C:16]([O:19][C:20](O[C:20]([O:19][C:16]([CH3:18])([CH3:17])[CH3:15])=[O:21])=[O:21])([CH3:18])[CH3:17]. (8) Given the product [O:16]1[C:15]2([CH2:20][CH2:21][CH:12]([CH2:11][CH2:10][OH:9])[CH2:13][CH2:14]2)[O:19][CH2:18][CH2:17]1, predict the reactants needed to synthesize it. The reactants are: [H-].[Al+3].[Li+].[H-].[H-].[H-].C([O:9][C:10](=O)[CH2:11][CH:12]1[CH2:21][CH2:20][C:15]2([O:19][CH2:18][CH2:17][O:16]2)[CH2:14][CH2:13]1)C.CC(C)=O.[OH-].[Na+]. (9) Given the product [Cl:30][C:2]1[CH:7]=[CH:6][N:5]=[C:4]([NH:8][C:9]2[CH:10]=[N:11][N:12]([CH2:14][C:15]([NH:17][CH:18]([CH3:20])[CH3:19])=[O:16])[CH:13]=2)[N:3]=1, predict the reactants needed to synthesize it. The reactants are: O[C:2]1[CH:7]=[CH:6][N:5]=[C:4]([NH:8][C:9]2[CH:10]=[N:11][N:12]([CH2:14][C:15]([NH:17][CH:18]([CH3:20])[CH3:19])=[O:16])[CH:13]=2)[N:3]=1.Cl.O1CCOCC1.O=P(Cl)(Cl)[Cl:30].